Task: Binary Classification. Given a drug SMILES string, predict its activity (active/inactive) in a high-throughput screening assay against a specified biological target.. Dataset: HIV replication inhibition screening data with 41,000+ compounds from the AIDS Antiviral Screen (1) The drug is CCOC1N(C2CC(N=[N+]=[N-])C(CO)O2)C(=O)NC(=O)C1(C)Cl. The result is 0 (inactive). (2) The compound is O=c1c2cccnc2ncn1CCCN1CCCC1. The result is 0 (inactive). (3) The compound is CNc1ccc(Cl)cc1S(=O)(=O)c1ccccc1[N+](=O)[O-]. The result is 1 (active). (4) The drug is O=C1OC(c2cccs2)Sc2ccccc21. The result is 0 (inactive). (5) The compound is O=C1ON=C(c2ccccc2)C1=NO. The result is 0 (inactive).